Task: Predict the reaction yield, written as a fraction of the theoretical maximum amount of product (1.0 means a 100% yield; for example, 0.34 means a 34% yield).. Dataset: Reaction yield outcomes from USPTO patents with 853,638 reactions The reactants are [CH:1]1([C:5]2[CH:39]=[N:38][CH:37]=[C:36](F)[C:6]=2[C:7]([NH:9][C:10]([C:12]2[C:20]3[N:19]4[CH:21]=[C:22]([CH3:24])[N:23]=[C:18]4[N:17]([CH2:25][C:26]4[CH:31]=[CH:30][C:29]([O:32][CH3:33])=[CH:28][C:27]=4[O:34][CH3:35])[C:16]=3[N:15]=[CH:14][CH:13]=2)=[NH:11])=[O:8])[CH2:4][CH2:3][CH2:2]1.C(=O)([O-])[O-].[Cs+].[Cs+].[Cl-].[NH4+]. The catalyst is CN(C=O)C. The product is [CH:1]1([C:5]2[C:6]3[C:7](=[O:8])[NH:9][C:10]([C:12]4[C:20]5[N:19]6[CH:21]=[C:22]([CH3:24])[N:23]=[C:18]6[N:17]([CH2:25][C:26]6[CH:31]=[CH:30][C:29]([O:32][CH3:33])=[CH:28][C:27]=6[O:34][CH3:35])[C:16]=5[N:15]=[CH:14][CH:13]=4)=[N:11][C:36]=3[CH:37]=[N:38][CH:39]=2)[CH2:2][CH2:3][CH2:4]1. The yield is 0.700.